This data is from Peptide-MHC class I binding affinity with 185,985 pairs from IEDB/IMGT. The task is: Regression. Given a peptide amino acid sequence and an MHC pseudo amino acid sequence, predict their binding affinity value. This is MHC class I binding data. (1) The MHC is HLA-A30:01 with pseudo-sequence HLA-A30:01. The binding affinity (normalized) is 1.00. The peptide sequence is ATRSHRPLI. (2) The peptide sequence is FSPQNGQFI. The MHC is H-2-Db with pseudo-sequence H-2-Db. The binding affinity (normalized) is 0.229. (3) The peptide sequence is FVNFNSVKNL. The MHC is HLA-A02:01 with pseudo-sequence HLA-A02:01. The binding affinity (normalized) is 0.294. (4) The peptide sequence is YGDTEAICR. The MHC is HLA-A02:01 with pseudo-sequence HLA-A02:01. The binding affinity (normalized) is 0.0847.